From a dataset of Forward reaction prediction with 1.9M reactions from USPTO patents (1976-2016). Predict the product of the given reaction. (1) Given the reactants [CH3:1][N:2]1[CH2:22][CH2:21][C:5]2[NH:6][C:7]3[C:12]([C:4]=2[CH2:3]1)=[CH:11][CH:10]=[CH:9][C:8]=3[NH:13][CH2:14][C:15]1[CH:20]=[CH:19][N:18]=[CH:17][CH:16]=1.C(N(CC)CC)C.[Cl:30][CH2:31][C:32](Cl)=[O:33], predict the reaction product. The product is: [Cl:30][CH2:31][C:32]([N:13]([C:8]1[C:7]2[NH:6][C:5]3[CH2:21][CH2:22][N:2]([CH3:1])[CH2:3][C:4]=3[C:12]=2[CH:11]=[CH:10][CH:9]=1)[CH2:14][C:15]1[CH:20]=[CH:19][N:18]=[CH:17][CH:16]=1)=[O:33]. (2) Given the reactants [Cl:1][C:2]1[C:7]([N+:8]([O-])=O)=[C:6]([OH:11])[C:5]([O:12][CH2:13][CH2:14][CH:15]([C:17]2[CH:22]=[CH:21][C:20]([F:23])=[CH:19][CH:18]=2)[CH3:16])=[C:4]([O:24][CH2:25][CH2:26][Cl:27])[C:3]=1[C:28](=[O:30])[CH3:29].O.O.Cl[Sn]Cl.[CH3:36][CH2:37]O, predict the reaction product. The product is: [C:28]([C:3]1[C:4]([O:24][CH2:25][CH2:26][Cl:27])=[C:5]([O:12][CH2:13][CH2:14][CH:15]([C:17]2[CH:22]=[CH:21][C:20]([F:23])=[CH:19][CH:18]=2)[CH3:16])[C:6]2[O:11][C:36]([CH3:37])=[N:8][C:7]=2[C:2]=1[Cl:1])(=[O:30])[CH3:29].